Dataset: Rat liver microsome stability data. Task: Regression/Classification. Given a drug SMILES string, predict its absorption, distribution, metabolism, or excretion properties. Task type varies by dataset: regression for continuous measurements (e.g., permeability, clearance, half-life) or binary classification for categorical outcomes (e.g., BBB penetration, CYP inhibition). Dataset: rlm. The drug is O=C(CN1CCC(N2C(=O)OCc3c(F)cccc32)CC1)Nc1ccc(Oc2ccccc2)cc1. The result is 1 (stable in rat liver microsomes).